This data is from Reaction yield outcomes from USPTO patents with 853,638 reactions. The task is: Predict the reaction yield, written as a fraction of the theoretical maximum amount of product (1.0 means a 100% yield; for example, 0.34 means a 34% yield). The reactants are [NH2:1][C:2]1[CH:9]=[CH:8][C:5]([C:6]#[N:7])=[CH:4][C:3]=1I.[CH2:11]([Si:13]([CH2:21][CH3:22])([CH2:19][CH3:20])[C:14]#[C:15][CH2:16][CH2:17][OH:18])[CH3:12].[Cl-].[Li+].C(=O)([O-])[O-].[Na+].[Na+]. The catalyst is CN(C=O)C.C1(P([C-]2C=CC=C2)C2C=CC=CC=2)C=CC=CC=1.[C-]1(P(C2C=CC=CC=2)C2C=CC=CC=2)C=CC=C1.[Fe+2].[Pd](Cl)Cl. The product is [OH:18][CH2:17][CH2:16][C:15]1[C:3]2[C:2](=[CH:9][CH:8]=[C:5]([C:6]#[N:7])[CH:4]=2)[NH:1][C:14]=1[Si:13]([CH2:21][CH3:22])([CH2:19][CH3:20])[CH2:11][CH3:12]. The yield is 0.430.